Dataset: Full USPTO retrosynthesis dataset with 1.9M reactions from patents (1976-2016). Task: Predict the reactants needed to synthesize the given product. (1) Given the product [ClH:18].[CH3:1][S:2][CH:5]1[CH2:10][CH2:9][NH:8][CH2:7][CH2:6]1, predict the reactants needed to synthesize it. The reactants are: [CH3:1][S:2]([CH:5]1[CH2:10][CH2:9][N:8](C(OC(C)(C)C)=O)[CH2:7][CH2:6]1)(=O)=O.[ClH:18]. (2) Given the product [CH3:1][C:2]1[N:3]=[C:4]([NH:11][C:12]([N:32]2[CH2:31][CH2:30][N:29]([C:24]3[CH:25]=[CH:26][CH:27]=[CH:28][C:23]=3[S:22][CH3:21])[CH2:34][CH2:33]2)=[O:20])[C:5]([O:9][CH3:10])=[N:6][C:7]=1[CH3:8], predict the reactants needed to synthesize it. The reactants are: [CH3:1][C:2]1[N:3]=[C:4]([NH:11][C:12](=[O:20])OC2C=CC=CC=2)[C:5]([O:9][CH3:10])=[N:6][C:7]=1[CH3:8].[CH3:21][S:22][C:23]1[CH:28]=[CH:27][CH:26]=[CH:25][C:24]=1[N:29]1[CH2:34][CH2:33][NH:32][CH2:31][CH2:30]1. (3) Given the product [O:1]1[CH:5]=[CH:4][C:3]([C:6]2[CH:11]=[CH:10][C:9]([NH:12][C:17](=[O:18])[O:19][CH2:20][C:21]3[CH:26]=[CH:25][CH:24]=[CH:23][CH:22]=3)=[CH:8][CH:7]=2)=[N:2]1, predict the reactants needed to synthesize it. The reactants are: [O:1]1[CH:5]=[CH:4][C:3]([C:6]2[CH:11]=[CH:10][C:9]([NH2:12])=[CH:8][CH:7]=2)=[N:2]1.ClCCl.Cl[C:17]([O:19][CH2:20][C:21]1[CH:26]=[CH:25][CH:24]=[CH:23][CH:22]=1)=[O:18]. (4) Given the product [Br:1][C:2]1[CH:7]=[C:6]([C:8](=[O:10])[CH3:9])[CH:5]=[CH:4][N:3]=1, predict the reactants needed to synthesize it. The reactants are: [Br:1][C:2]1[CH:7]=[C:6]([CH:8]([OH:10])[CH3:9])[CH:5]=[CH:4][N:3]=1.CC(OI1(OC(C)=O)(OC(C)=O)OC(=O)C2C=CC=CC1=2)=O. (5) Given the product [F:1][C:2]1[CH:7]=[CH:6][C:5]([S:8]([NH:21][C:22]2[C:31]([C:32]([O:34][CH3:35])=[O:33])=[C:30]3[C:25]([C@H:26]4[CH2:36][C@H:27]4[CH2:28][O:29]3)=[CH:24][CH:23]=2)(=[O:10])=[O:9])=[C:4]([CH2:12][CH:13]2[CH2:20][N:19]3[CH:15]([CH2:16][CH2:17][CH2:18]3)[CH2:14]2)[CH:3]=1, predict the reactants needed to synthesize it. The reactants are: [F:1][C:2]1[CH:7]=[CH:6][C:5]([S:8](Cl)(=[O:10])=[O:9])=[C:4]([CH2:12][CH:13]2[CH2:20][N:19]3[CH:15]([CH2:16][CH2:17][CH2:18]3)[CH2:14]2)[CH:3]=1.[NH2:21][C:22]1[C:31]([C:32]([O:34][CH3:35])=[O:33])=[C:30]2[C:25]([C@H:26]3[CH2:36][C@H:27]3[CH2:28][O:29]2)=[CH:24][CH:23]=1. (6) Given the product [P:31]([O:32][C:33]1[CH:34]=[CH:35][CH:36]=[CH:37][CH:38]=1)([O:39][C:40]1[CH:41]=[CH:42][CH:43]=[CH:44][CH:45]=1)([O:26][C:20]1[N:19]([CH2:18][C:17]2[CH:16]=[CH:15][C:14]([O:13][C:12]([F:29])([F:11])[F:30])=[CH:28][CH:27]=2)[C:24](=[O:25])[CH2:23][CH2:22][CH:21]=1)=[O:46], predict the reactants needed to synthesize it. The reactants are: [Li+].C[Si]([N-][Si](C)(C)C)(C)C.[F:11][C:12]([F:30])([F:29])[O:13][C:14]1[CH:28]=[CH:27][C:17]([CH2:18][N:19]2[C:24](=[O:25])[CH2:23][CH2:22][CH2:21][C:20]2=[O:26])=[CH:16][CH:15]=1.[P:31](Cl)(=[O:46])([O:39][C:40]1[CH:45]=[CH:44][CH:43]=[CH:42][CH:41]=1)[O:32][C:33]1[CH:38]=[CH:37][CH:36]=[CH:35][CH:34]=1.[OH-].[Na+]. (7) Given the product [CH:3]1([C:4]#[C:5][C:6]2[CH:7]=[C:8]([C@@H:12]3[C@@H:16]([C:17]4[CH:22]=[CH:21][CH:20]=[C:19]([F:23])[CH:18]=4)[O:15][C:14](=[O:24])[NH:13]3)[CH:9]=[N:10][CH:11]=2)[CH2:28][CH2:27][CH2:32]1, predict the reactants needed to synthesize it. The reactants are: CN(C)[CH2:3][C:4]#[C:5][C:6]1[CH:7]=[C:8]([C@@H:12]2[C@@H:16]([C:17]3[CH:22]=[CH:21][CH:20]=[C:19]([F:23])[CH:18]=3)[O:15][C:14](=[O:24])[NH:13]2)[CH:9]=[N:10][CH:11]=1.Br[C:27]1[CH:28]=C([C@@H]2[C@@H](C3C=CC=C(F)C=3)OC(=O)N2)C=N[CH:32]=1.C(C1CCC1)#C.